From a dataset of Forward reaction prediction with 1.9M reactions from USPTO patents (1976-2016). Predict the product of the given reaction. (1) Given the reactants [CH2:1]1[C:5]2([CH2:10][C:9](=[O:11])[CH2:8][C:7](=[O:12])[CH2:6]2)[CH2:4][CH2:3][CH2:2]1, predict the reaction product. The product is: [CH2:4]([O:12][C:7]1[CH2:6][C:5]2([CH2:1][CH2:2][CH2:3][CH2:4]2)[CH2:10][C:9](=[O:11])[CH:8]=1)[CH:5]([CH3:6])[CH3:1]. (2) Given the reactants [CH3:1][C:2]12[CH2:14][C:13]3[C:8](=[CH:9][CH:10]=[CH:11][CH:12]=3)[CH:3]1[NH:4][CH2:5][CH2:6][CH2:7]2.[C:15](O)(=O)[CH3:16].C(O[BH-](OC(=O)C)OC(=O)C)(=O)C.[Na+].[OH-].[Na+], predict the reaction product. The product is: [CH2:15]([N:4]1[CH2:5][CH2:6][CH2:7][C:2]2([CH3:1])[CH2:14][C:13]3[C:8]([CH:3]12)=[CH:9][CH:10]=[CH:11][CH:12]=3)[CH3:16]. (3) The product is: [Br:11][CH2:12][CH2:13][CH2:14][N:2]1[C:3](=[O:10])[N:4]2[CH:9]=[CH:8][CH:7]=[N:6][C:5]2=[N:1]1. Given the reactants [N:1]1[NH:2][C:3](=[O:10])[N:4]2[CH:9]=[CH:8][CH:7]=[N:6][C:5]=12.[Br:11][CH2:12][CH2:13][CH2:14]Br.[H-].[Na+].CN(C)C=O, predict the reaction product. (4) The product is: [Cl:32][C:20]1[N:19]=[N:18][C:17]([O:16][C:13]2[CH:14]=[CH:15][CH:10]=[CH:11][C:12]=2[NH:39][C:37](=[O:46])[CH3:38])=[C:22]([OH:23])[CH:21]=1. Given the reactants C(O[C:10]1[CH:15]=[CH:14][C:13]([O:16][C:17]2[N:18]=[N:19][C:20]([Cl:32])=[CH:21][C:22]=2[O:23]C(=O)C2C=CC=CC=2)=[C:12](C)[CH:11]=1)(=O)C1C=CC=CC=1.ClCCl.[CH2:37]([N:39](CC)CC)[CH3:38].C(Cl)(=[O:46])C, predict the reaction product. (5) Given the reactants [F:1][C:2]([F:20])([F:19])[O:3][C:4]1[CH:9]=[CH:8][C:7]([CH:10]=[CH:11][C:12]2[O:13][CH:14]=[C:15]([CH2:17][OH:18])[N:16]=2)=[CH:6][CH:5]=1.Cl[C:22]1[N:27]=[CH:26][C:25]([CH2:28][CH2:29][CH2:30][CH2:31][N:32]2[CH:36]=[CH:35][CH:34]=[N:33]2)=[CH:24][N:23]=1.CC(C)([O-])C.[Na+].[NH4+].[Cl-], predict the reaction product. The product is: [N:32]1([CH2:31][CH2:30][CH2:29][CH2:28][C:25]2[CH:26]=[N:27][C:22]([O:18][CH2:17][C:15]3[N:16]=[C:12](/[CH:11]=[CH:10]/[C:7]4[CH:8]=[CH:9][C:4]([O:3][C:2]([F:1])([F:19])[F:20])=[CH:5][CH:6]=4)[O:13][CH:14]=3)=[N:23][CH:24]=2)[CH:36]=[CH:35][CH:34]=[N:33]1.